This data is from Catalyst prediction with 721,799 reactions and 888 catalyst types from USPTO. The task is: Predict which catalyst facilitates the given reaction. Reactant: C(OCC[O:6][CH2:7][C:8]1[CH:13]=[C:12]([CH2:14][O:15][CH2:16][CH2:17]OCC)[CH:11]=[CH:10][C:9]=1Br)C.C(OCCOCC1C=CC=C(COCCOCC)C=1Br)C.C([Li])CCC.[F:48][C:49]1[CH:56]=[CH:55]C(C=O)=[CH:51][CH:50]=1.[Cl-].[NH4+]. Product: [F:48][C:49]1[CH:56]=[CH:55][C:17]([CH:16]2[C:11]3[C:12](=[CH:13][C:8]([CH2:7][OH:6])=[CH:9][CH:10]=3)[CH2:14][O:15]2)=[CH:51][CH:50]=1. The catalyst class is: 188.